From a dataset of Reaction yield outcomes from USPTO patents with 853,638 reactions. Predict the reaction yield, written as a fraction of the theoretical maximum amount of product (1.0 means a 100% yield; for example, 0.34 means a 34% yield). (1) The reactants are [OH:1][CH2:2][C:3]1[CH:4]=[CH:5][C:6]([O:18][CH3:19])=[C:7]([CH:17]=1)[O:8][C:9]1[CH:10]=[C:11]([CH:14]=[CH:15][CH:16]=1)[C:12]#[N:13].N1C=CC=CC=1.Cl[C:27]([O:29][CH3:30])=[O:28]. The catalyst is O1CCCC1. The product is [CH3:30][O:29][C:27](=[O:28])[O:1][CH2:2][C:3]1[CH:4]=[CH:5][C:6]([O:18][CH3:19])=[C:7]([O:8][C:9]2[CH:16]=[CH:15][CH:14]=[C:11]([C:12]#[N:13])[CH:10]=2)[CH:17]=1. The yield is 0.950. (2) The reactants are [NH:1]1[C:9]2[C:4](=[CH:5][CH:6]=[C:7]([S:10]([OH:13])(=[O:12])=[O:11])[CH:8]=2)[CH2:3][CH2:2]1.[C:14](OC(=O)C)(=[O:16])[CH3:15].N1C=CC=CC=1. The catalyst is CC(O)=O. The product is [C:14]([N:1]1[C:9]2[C:4](=[CH:5][CH:6]=[C:7]([S:10]([OH:13])(=[O:11])=[O:12])[CH:8]=2)[CH2:3][CH2:2]1)(=[O:16])[CH3:15]. The yield is 0.840. (3) No catalyst specified. The product is [S:1]1[C:5]2[CH:6]=[CH:7][CH:8]=[CH:9][C:4]=2[N:3]=[C:2]1[S:10][CH2:11][C:12]([N:22]1[C:23]2[C:19](=[CH:18][CH:17]=[C:16]([F:15])[CH:24]=2)[CH2:20][CH2:21]1)=[O:14]. The reactants are [S:1]1[C:5]2[CH:6]=[CH:7][CH:8]=[CH:9][C:4]=2[N:3]=[C:2]1[S:10][CH2:11][C:12]([OH:14])=O.[F:15][C:16]1[CH:24]=[C:23]2[C:19]([CH2:20][CH2:21][NH:22]2)=[CH:18][CH:17]=1. The yield is 0.700. (4) The reactants are [NH2:1][CH2:2][CH2:3][NH:4][C:5](=[O:11])[O:6][C:7]([CH3:10])([CH3:9])[CH3:8].[CH3:12][C:13]([CH3:18])([CH3:17])[CH2:14][CH:15]=O.[S-:19][C:20]#[N:21].[K+].II. The catalyst is C(#N)C. The product is [C:13]([C:14]1[S:19][C:20](=[NH:21])[N:1]([CH2:2][CH2:3][NH:4][C:5](=[O:11])[O:6][C:7]([CH3:8])([CH3:10])[CH3:9])[CH:15]=1)([CH3:18])([CH3:17])[CH3:12]. The yield is 0.320. (5) The reactants are Br[C:2]1[CH:3]=[C:4]([C:17]([CH3:21])([CH3:20])[C:18]#[N:19])[CH:5]=[C:6]([C:8]2[CH:13]=[CH:12][N:11]=[C:10]3[NH:14][N:15]=[CH:16][C:9]=23)[CH:7]=1.[C:22]1(B(O)O)[CH:27]=[CH:26][CH:25]=[CH:24][CH:23]=1.COCCOC.C(=O)([O-])[O-].[Na+].[Na+]. The product is [NH:14]1[C:10]2=[N:11][CH:12]=[CH:13][C:8]([C:6]3[CH:5]=[C:4]([C:17]([CH3:21])([CH3:20])[C:18]#[N:19])[CH:3]=[C:2]([C:22]4[CH:27]=[CH:26][CH:25]=[CH:24][CH:23]=4)[CH:7]=3)=[C:9]2[CH:16]=[N:15]1. The yield is 0.340. The catalyst is C(OCC)(=O)C.O.C1C=CC([P]([Pd]([P](C2C=CC=CC=2)(C2C=CC=CC=2)C2C=CC=CC=2)([P](C2C=CC=CC=2)(C2C=CC=CC=2)C2C=CC=CC=2)[P](C2C=CC=CC=2)(C2C=CC=CC=2)C2C=CC=CC=2)(C2C=CC=CC=2)C2C=CC=CC=2)=CC=1. (6) The reactants are [N+:1]([C:4]1[NH:5][CH:6]=[CH:7][N:8]=1)([O-:3])=[O:2].Br[CH2:10][C:11]1[CH:16]=[C:15]([Cl:17])[CH:14]=[C:13]([Cl:18])[CH:12]=1.C([O-])([O-])=O.[Na+].[Na+]. The catalyst is CS(C)=O.CCOC(C)=O. The product is [Cl:17][C:15]1[CH:16]=[C:11]([CH:12]=[C:13]([Cl:18])[CH:14]=1)[CH2:10][N:5]1[CH:6]=[CH:7][N:8]=[C:4]1[N+:1]([O-:3])=[O:2]. The yield is 0.910. (7) The reactants are [CH:1]1([CH2:6][C:7]([CH:9]2[C:14](=O)[CH2:13][CH2:12][N:11]([C:16]([O:18][C:19]([CH3:22])([CH3:21])[CH3:20])=[O:17])[CH2:10]2)=O)[CH2:5][CH2:4][CH2:3][CH2:2]1.[CH3:23][C:24]1[N:25]([C:29]2[CH:34]=[CH:33][C:32]([NH:35][C:36]([NH2:38])=[NH:37])=[CH:31][CH:30]=2)[CH:26]=[CH:27][N:28]=1. No catalyst specified. The product is [CH:1]1([CH2:6][C:7]2[C:9]3[CH2:10][N:11]([C:16]([O:18][C:19]([CH3:22])([CH3:21])[CH3:20])=[O:17])[CH2:12][CH2:13][C:14]=3[N:38]=[C:36]([NH:35][C:32]3[CH:33]=[CH:34][C:29]([N:25]4[CH:26]=[CH:27][N:28]=[C:24]4[CH3:23])=[CH:30][CH:31]=3)[N:37]=2)[CH2:5][CH2:4][CH2:3][CH2:2]1. The yield is 0.390.